This data is from Reaction yield outcomes from USPTO patents with 853,638 reactions. The task is: Predict the reaction yield, written as a fraction of the theoretical maximum amount of product (1.0 means a 100% yield; for example, 0.34 means a 34% yield). (1) The reactants are [OH:1][N:2]([CH:5]([C:26]1[CH:31]=[CH:30][C:29]([O:32]COC)=[CH:28][CH:27]=1)[CH2:6][S:7]([C:10]1[CH:15]=[CH:14][C:13]([C:16]2[CH:21]=[CH:20][C:19]([C:22]([F:25])([F:24])[F:23])=[CH:18][CH:17]=2)=[CH:12][CH:11]=1)(=[O:9])=[O:8])[CH:3]=[O:4].O. The catalyst is ClCCl. The product is [OH:1][N:2]([CH:5]([C:26]1[CH:27]=[CH:28][C:29]([OH:32])=[CH:30][CH:31]=1)[CH2:6][S:7]([C:10]1[CH:11]=[CH:12][C:13]([C:16]2[CH:21]=[CH:20][C:19]([C:22]([F:23])([F:24])[F:25])=[CH:18][CH:17]=2)=[CH:14][CH:15]=1)(=[O:9])=[O:8])[CH:3]=[O:4]. The yield is 0.260. (2) The reactants are [N:1]([C:4]1[CH:9]=[CH:8][C:7]([C:10]2[CH:15]=[CH:14][C:13]([NH:16][C:17](=[O:22])[CH2:18][CH2:19][CH2:20][CH3:21])=[CH:12][CH:11]=2)=[CH:6][CH:5]=1)=[C:2]=[S:3].[N:23]#[C:24][NH2:25].[Na].[CH3:27]O.CI. The catalyst is C(COC)OC. The product is [NH:23]([N:1]([CH2:2][S:3][CH3:27])[C:4]1[CH:5]=[CH:6][C:7]([C:10]2[CH:15]=[CH:14][C:13]([NH:16][C:17](=[O:22])[CH2:18][CH2:19][CH2:20][CH3:21])=[CH:12][CH:11]=2)=[CH:8][CH:9]=1)[C:24]#[N:25]. The yield is 0.600. (3) The reactants are [Cl:1][C:2]1[C:7]([C:8](Cl)=[O:9])=[CH:6][C:5]([Cl:11])=[CH:4][N:3]=1.[C:12]([NH2:21])([C:15]1[CH:20]=[CH:19][CH:18]=[CH:17][CH:16]=1)([CH3:14])[CH3:13].C(N(CC)CC)C. The catalyst is ClCCl.CN(C1C=CN=CC=1)C. The product is [Cl:1][C:2]1[N:3]=[CH:4][C:5]([Cl:11])=[CH:6][C:7]=1[C:8]([NH:21][C:12]([CH3:14])([C:15]1[CH:20]=[CH:19][CH:18]=[CH:17][CH:16]=1)[CH3:13])=[O:9]. The yield is 0.940. (4) The reactants are Cl[C:2]1[N:11]=[CH:10][C:9]2[N:8]([CH3:12])[C:7](=[O:13])[C@@H:6]([CH2:14][CH3:15])[N:5]([CH:16]3[CH2:20][CH2:19][CH2:18][CH2:17]3)[C:4]=2[N:3]=1.[NH2:21][C:22]1[CH:32]=[CH:31][C:25]([C:26]([O:28][CH2:29][CH3:30])=[O:27])=[CH:24][C:23]=1[O:33][CH3:34].CC(C1C=C(C(C)C)C(C2C=CC=CC=2P(C2CCCCC2)C2CCCCC2)=C(C(C)C)C=1)C.C(=O)([O-])[O-].[K+].[K+]. The catalyst is CC(O)(C)C.C1C=CC(/C=C/C(/C=C/C2C=CC=CC=2)=O)=CC=1.C1C=CC(/C=C/C(/C=C/C2C=CC=CC=2)=O)=CC=1.C1C=CC(/C=C/C(/C=C/C2C=CC=CC=2)=O)=CC=1.[Pd].[Pd]. The product is [CH:16]1([N:5]2[C:4]3[N:3]=[C:2]([NH:21][C:22]4[CH:32]=[CH:31][C:25]([C:26]([O:28][CH2:29][CH3:30])=[O:27])=[CH:24][C:23]=4[O:33][CH3:34])[N:11]=[CH:10][C:9]=3[N:8]([CH3:12])[C:7](=[O:13])[C@H:6]2[CH2:14][CH3:15])[CH2:20][CH2:19][CH2:18][CH2:17]1. The yield is 0.770. (5) The reactants are Cl[C:2]1[C:11]([CH:12]=[O:13])=[CH:10][C:9]2[C:4](=[CH:5][CH:6]=[C:7]([O:14][CH3:15])[CH:8]=2)[N:3]=1.[CH3:16][NH2:17]. The catalyst is O1CCOCC1. The product is [CH3:15][O:14][C:7]1[CH:8]=[C:9]2[C:4](=[CH:5][CH:6]=1)[N:3]=[C:2]([NH:17][CH3:16])[C:11]([CH:12]=[O:13])=[CH:10]2. The yield is 0.980. (6) The reactants are [NH2:1][C:2]1[N:6]([C:7]2[CH:16]=[CH:15][C:10]3[N:11]=[C:12]([CH3:14])[NH:13][C:9]=3[CH:8]=2)[N:5]=[CH:4][C:3]=1[C:17]([C:19]1[N:20]([S:29]([C:32]2[CH:37]=[CH:36][C:35]([CH3:38])=[CH:34][CH:33]=2)(=[O:31])=[O:30])[C:21]2[C:26]([CH:27]=1)=[CH:25][CH:24]=[C:23](Br)[CH:22]=2)=[O:18].[I-:39].[Na+].CN[C@@H]1CCCC[C@H]1NC.N. The catalyst is [Cu]I.O1CCOCC1. The product is [NH2:1][C:2]1[N:6]([C:7]2[CH:16]=[CH:15][C:10]3[NH:11][C:12]([CH3:14])=[N:13][C:9]=3[CH:8]=2)[N:5]=[CH:4][C:3]=1[C:17]([C:19]1[N:20]([S:29]([C:32]2[CH:37]=[CH:36][C:35]([CH3:38])=[CH:34][CH:33]=2)(=[O:31])=[O:30])[C:21]2[C:26]([CH:27]=1)=[CH:25][CH:24]=[C:23]([I:39])[CH:22]=2)=[O:18]. The yield is 0.620. (7) The reactants are N1C=CN=C1.[Si:6](Cl)([C:9]([CH3:12])([CH3:11])[CH3:10])([CH3:8])[CH3:7].[OH:14][C@@H:15]1[CH2:19][NH:18][C:17](=[O:20])[CH2:16]1.Cl. The catalyst is CN(C)C=O. The product is [C:9]([Si:6]([CH3:8])([CH3:7])[O:14][C@@H:15]1[CH2:19][NH:18][C:17](=[O:20])[CH2:16]1)([CH3:12])([CH3:11])[CH3:10]. The yield is 1.00.